This data is from Full USPTO retrosynthesis dataset with 1.9M reactions from patents (1976-2016). The task is: Predict the reactants needed to synthesize the given product. Given the product [C:1]([C:4]1[CH:9]=[CH:8][C:7]([C:42]2[CH:41]=[CH:40][C:35]([C:36]([OH:38])=[O:37])=[C:34]([NH:33][C:25](=[O:32])[C:26]3[CH:31]=[CH:30][CH:29]=[CH:28][CH:27]=3)[CH:43]=2)=[CH:6][CH:5]=1)(=[O:3])[CH3:2], predict the reactants needed to synthesize it. The reactants are: [C:1]([C:4]1[CH:9]=[CH:8][C:7](B(O)O)=[CH:6][CH:5]=1)(=[O:3])[CH3:2].C(=O)([O-])O.[Na+].C1(C)C=CC=CC=1.[C:25]([NH:33][CH:34]1[CH:43]=[CH:42][CH:41]=[CH:40][C:35]1(Br)[C:36]([O:38]C)=[O:37])(=[O:32])[C:26]1[CH:31]=[CH:30][CH:29]=[CH:28][CH:27]=1.